The task is: Regression. Given two drug SMILES strings and cell line genomic features, predict the synergy score measuring deviation from expected non-interaction effect.. This data is from NCI-60 drug combinations with 297,098 pairs across 59 cell lines. (1) Drug 1: CC1=C(C(CCC1)(C)C)C=CC(=CC=CC(=CC(=O)O)C)C. Drug 2: C#CCC(CC1=CN=C2C(=N1)C(=NC(=N2)N)N)C3=CC=C(C=C3)C(=O)NC(CCC(=O)O)C(=O)O. Cell line: SW-620. Synergy scores: CSS=52.3, Synergy_ZIP=0.511, Synergy_Bliss=-0.422, Synergy_Loewe=-9.42, Synergy_HSA=1.17. (2) Drug 1: C1=CC=C(C=C1)NC(=O)CCCCCCC(=O)NO. Drug 2: COCCOC1=C(C=C2C(=C1)C(=NC=N2)NC3=CC=CC(=C3)C#C)OCCOC.Cl. Cell line: NCI-H522. Synergy scores: CSS=12.8, Synergy_ZIP=0.389, Synergy_Bliss=6.16, Synergy_Loewe=4.76, Synergy_HSA=4.88. (3) Drug 1: COC1=C(C=C2C(=C1)N=CN=C2NC3=CC(=C(C=C3)F)Cl)OCCCN4CCOCC4. Drug 2: CC1=C(C=C(C=C1)C(=O)NC2=CC(=CC(=C2)C(F)(F)F)N3C=C(N=C3)C)NC4=NC=CC(=N4)C5=CN=CC=C5. Cell line: SN12C. Synergy scores: CSS=17.1, Synergy_ZIP=-7.01, Synergy_Bliss=-3.66, Synergy_Loewe=-5.26, Synergy_HSA=-3.97. (4) Drug 1: C1=NC2=C(N1)C(=S)N=C(N2)N. Drug 2: CCCCC(=O)OCC(=O)C1(CC(C2=C(C1)C(=C3C(=C2O)C(=O)C4=C(C3=O)C=CC=C4OC)O)OC5CC(C(C(O5)C)O)NC(=O)C(F)(F)F)O. Cell line: A498. Synergy scores: CSS=19.7, Synergy_ZIP=-5.68, Synergy_Bliss=-0.804, Synergy_Loewe=-0.653, Synergy_HSA=-0.589. (5) Drug 1: CC1=CC2C(CCC3(C2CCC3(C(=O)C)OC(=O)C)C)C4(C1=CC(=O)CC4)C. Drug 2: CC1CCCC2(C(O2)CC(NC(=O)CC(C(C(=O)C(C1O)C)(C)C)O)C(=CC3=CSC(=N3)C)C)C. Cell line: RPMI-8226. Synergy scores: CSS=7.47, Synergy_ZIP=3.33, Synergy_Bliss=11.6, Synergy_Loewe=7.68, Synergy_HSA=7.83. (6) Drug 1: CC(C1=C(C=CC(=C1Cl)F)Cl)OC2=C(N=CC(=C2)C3=CN(N=C3)C4CCNCC4)N. Drug 2: C1=CC(=CC=C1CCC2=CNC3=C2C(=O)NC(=N3)N)C(=O)NC(CCC(=O)O)C(=O)O. Cell line: SNB-19. Synergy scores: CSS=38.0, Synergy_ZIP=4.14, Synergy_Bliss=4.99, Synergy_Loewe=-4.48, Synergy_HSA=6.27. (7) Drug 1: C1=CC(=CC=C1CCCC(=O)O)N(CCCl)CCCl. Drug 2: C1=NC2=C(N1)C(=S)N=CN2. Cell line: UACC-257. Synergy scores: CSS=-3.85, Synergy_ZIP=-8.36, Synergy_Bliss=-21.5, Synergy_Loewe=-26.1, Synergy_HSA=-20.5.